From a dataset of Forward reaction prediction with 1.9M reactions from USPTO patents (1976-2016). Predict the product of the given reaction. Given the reactants C(=O)([O-])[O-].[K+].[K+].I[C:8]1[CH:13]=[CH:12][C:11]([Br:14])=[CH:10][CH:9]=1.[CH:15]([C:17]1[CH:18]=[C:19](B(O)O)[CH:20]=[CH:21][CH:22]=1)=[O:16].O, predict the reaction product. The product is: [Br:14][C:11]1[CH:12]=[CH:13][C:8]([C:21]2[CH:20]=[CH:19][CH:18]=[C:17]([CH:15]=[O:16])[CH:22]=2)=[CH:9][CH:10]=1.